Dataset: Catalyst prediction with 721,799 reactions and 888 catalyst types from USPTO. Task: Predict which catalyst facilitates the given reaction. (1) Reactant: [CH2:1]([O:8][C:9]([N:11]1[CH2:23][CH2:22][C:21]2[C:20]3[C:15](=[CH:16][CH:17]=[CH:18][CH:19]=3)[NH:14][C:13]=2[CH2:12]1)=[O:10])[C:2]1[CH:7]=[CH:6][CH:5]=[CH:4][CH:3]=1.[CH2:24]([O:31][C:32]1[CH:39]=[CH:38][C:35]([CH2:36]Cl)=[CH:34][CH:33]=1)[C:25]1[CH:30]=[CH:29][CH:28]=[CH:27][CH:26]=1.[H-].[Na+].O. Product: [CH2:1]([O:8][C:9]([N:11]1[CH2:23][CH2:22][C:21]2[C:20]3[C:15](=[CH:16][CH:17]=[CH:18][CH:19]=3)[N:14]([CH2:36][C:35]3[CH:38]=[CH:39][C:32]([O:31][CH2:24][C:25]4[CH:30]=[CH:29][CH:28]=[CH:27][CH:26]=4)=[CH:33][CH:34]=3)[C:13]=2[CH2:12]1)=[O:10])[C:2]1[CH:3]=[CH:4][CH:5]=[CH:6][CH:7]=1. The catalyst class is: 3. (2) Reactant: [NH:1]1[C:5]2([CH2:9][CH2:8][CH2:7][CH2:6]2)[CH2:4][CH2:3][C:2]1=[N:10][C:11]1[CH:16]=[CH:15][C:14]([N+:17]([O-:19])=[O:18])=[CH:13][C:12]=1[CH3:20].C(=O)([O-])[O-].[Cs+].[Cs+].[CH2:27](Br)[CH:28]([CH3:30])[CH3:29].CN(C)C=O. Product: [CH2:27]([N:1]1[C:5]2([CH2:9][CH2:8][CH2:7][CH2:6]2)[CH2:4][CH2:3][C:2]1=[N:10][C:11]1[CH:16]=[CH:15][C:14]([N+:17]([O-:19])=[O:18])=[CH:13][C:12]=1[CH3:20])[CH:28]([CH3:30])[CH3:29]. The catalyst class is: 47. (3) Reactant: [C:1]([O:5][C:6]([N:8]1[CH2:13][CH2:12][C:11](=[CH:14][C:15]([O:17][CH3:18])=[O:16])[CH2:10][CH2:9]1)=[O:7])([CH3:4])([CH3:3])[CH3:2].CN(C)C(=N)N(C)C.[N+:27]([CH3:30])([O-:29])=[O:28]. Product: [C:1]([O:5][C:6]([N:8]1[CH2:13][CH2:12][C:11]([CH2:14][C:15]([O:17][CH3:18])=[O:16])([CH2:30][N+:27]([O-:29])=[O:28])[CH2:10][CH2:9]1)=[O:7])([CH3:4])([CH3:3])[CH3:2]. The catalyst class is: 13. (4) Reactant: [CH2:1]([C:3]1[CH:4]=[C:5]([NH:10][C:11](=[O:17])[O:12][C:13]([CH3:16])([CH3:15])[CH3:14])[CH:6]=[CH:7][C:8]=1[OH:9])[CH3:2].C(=O)([O-])[O-].[K+].[K+].Cl.Cl[CH2:26][CH2:27][N:28]1[CH2:32][CH2:31][CH2:30][CH2:29]1. Product: [CH2:1]([C:3]1[CH:4]=[C:5]([NH:10][C:11](=[O:17])[O:12][C:13]([CH3:16])([CH3:15])[CH3:14])[CH:6]=[CH:7][C:8]=1[O:9][CH2:26][CH2:27][N:28]1[CH2:32][CH2:31][CH2:30][CH2:29]1)[CH3:2]. The catalyst class is: 10. (5) Reactant: [CH3:1][CH:2]([CH3:15])[C:3]([NH:5][C:6]1[N:14]=[CH:13][N:12]=[C:11]2[C:7]=1[NH:8][CH:9]=[N:10]2)=[O:4].[H-].[Na+].[CH3:18][Si:19]([CH3:26])([CH3:25])[CH2:20][CH2:21][O:22][CH2:23]Cl. Product: [CH3:18][Si:19]([CH3:26])([CH3:25])[CH2:20][CH2:21][O:22][CH2:23][N:8]1[C:7]2[C:11](=[N:12][CH:13]=[N:14][C:6]=2[NH:5][C:3](=[O:4])[CH:2]([CH3:15])[CH3:1])[N:10]=[CH:9]1. The catalyst class is: 9. (6) Reactant: Br[C:2]1[CH:7]=[CH:6][N:5]=[C:4]2[NH:8][C:9]([CH:11]([CH3:13])[CH3:12])=[CH:10][C:3]=12.[H-].[Na+].C([Li])CCC.C([O:24][B:25](OC(C)C)[O:26]C(C)C)(C)C. Product: [CH3:12][CH:11]([C:9]1[NH:8][C:4]2=[N:5][CH:6]=[CH:7][C:2]([B:25]([OH:26])[OH:24])=[C:3]2[CH:10]=1)[CH3:13]. The catalyst class is: 30.